From a dataset of Peptide-MHC class I binding affinity with 185,985 pairs from IEDB/IMGT. Regression. Given a peptide amino acid sequence and an MHC pseudo amino acid sequence, predict their binding affinity value. This is MHC class I binding data. (1) The binding affinity (normalized) is 0.918. The peptide sequence is MIKMFSQIDR. The MHC is HLA-A31:01 with pseudo-sequence HLA-A31:01. (2) The peptide sequence is LMTAISQGI. The MHC is HLA-A31:01 with pseudo-sequence HLA-A31:01. The binding affinity (normalized) is 0.